Binary Classification. Given a miRNA mature sequence and a target amino acid sequence, predict their likelihood of interaction. From a dataset of Experimentally validated miRNA-target interactions with 360,000+ pairs, plus equal number of negative samples. The miRNA is hsa-miR-429 with sequence UAAUACUGUCUGGUAAAACCGU. The protein sequence of the target gene is METCDSPPISRQENGQSTSKLCGTTQLDNEVPEKVAGMEPDRENSSTDDNLKTDERKSEALLGFSVENAAATQVTSAKEIPCNECATSFPSLQKYMEHHCPNARLPVLKDDNESEISELEDSDVENLTGEIVYQPDGSAYIIEDSKESGQNAQTGANSKLFSTAMFLDSLASAGEKSDQSASAPMSFYPQIINTFHIASSLGKPFTADQAFPNTSALAGVGPVLHSFRVYDLRHKREKDYLTSDGSAKNSCVSKDVPNNVDLSKFDGCVSDGKRKPVLMCFLCKLSFGYIRSFVTHAVHD.... Result: 1 (interaction).